Dataset: Full USPTO retrosynthesis dataset with 1.9M reactions from patents (1976-2016). Task: Predict the reactants needed to synthesize the given product. (1) Given the product [F:7][C@H:35]1[CH2:34][CH2:33][N:32]([C:37]([O:39][C:40]([CH3:43])([CH3:42])[CH3:41])=[O:38])[C@@H:31]1[C:29](=[O:30])[NH:28][CH2:27][C:13]1[CH:14]=[C:15]([C:17]2[CH:22]=[N:21][C:20]([C:23]([F:24])([F:26])[F:25])=[CH:19][N:18]=2)[CH:16]=[C:11]([F:10])[CH:12]=1, predict the reactants needed to synthesize it. The reactants are: CCN(S(F)(F)[F:7])CC.[F:10][C:11]1[CH:12]=[C:13]([CH2:27][NH:28][C:29]([C@@H:31]2[C@H:35](O)[CH2:34][CH2:33][N:32]2[C:37]([O:39][C:40]([CH3:43])([CH3:42])[CH3:41])=[O:38])=[O:30])[CH:14]=[C:15]([C:17]2[CH:22]=[N:21][C:20]([C:23]([F:26])([F:25])[F:24])=[CH:19][N:18]=2)[CH:16]=1. (2) Given the product [O:50]1[CH:51]=[CH:52][CH:53]=[C:49]1[C:45]1[O:46][C:47]([CH3:48])=[C:43]([CH2:42][O:41][C:38]2[CH:39]=[CH:40][C:35]([C:34]([NH:33][C:23]3[C:22](/[CH:20]=[CH:1]/[P:10](=[O:17])([O:11][CH2:12][CH3:13])[O:14][CH2:15][CH3:16])=[CH:26][N:25]([C:27]4[CH:28]=[CH:29][CH:30]=[CH:31][CH:32]=4)[N:24]=3)=[O:56])=[CH:36][C:37]=2[O:54][CH3:55])[N:44]=1, predict the reactants needed to synthesize it. The reactants are: [CH2:1]([P:10](=[O:17])([O:14][CH2:15][CH3:16])[O:11][CH2:12][CH3:13])P(=O)(OCC)OCC.[H-].[Na+].[CH:20]([C:22]1[C:23]([NH:33][C:34](=[O:56])[C:35]2[CH:40]=[CH:39][C:38]([O:41][CH2:42][C:43]3[N:44]=[C:45]([C:49]4[O:50][CH:51]=[CH:52][CH:53]=4)[O:46][C:47]=3[CH3:48])=[C:37]([O:54][CH3:55])[CH:36]=2)=[N:24][N:25]([C:27]2[CH:32]=[CH:31][CH:30]=[CH:29][CH:28]=2)[CH:26]=1)=O.O. (3) Given the product [C:58]([C:57]1[CH:60]=[C:53]([C:51]2[O:50][N:49]=[C:48]([C:46]3[CH:45]=[CH:44][C:43]4[CH2:37][CH2:38][N:39]([C:10](=[O:12])[CH2:9][NH:8][C:1](=[O:2])[O:3][C:4]([CH3:5])([CH3:6])[CH3:7])[CH2:40][CH2:41][C:42]=4[CH:47]=3)[N:52]=2)[CH:54]=[CH:55][C:56]=1[O:61][CH2:62][C:63]([F:65])([F:64])[F:66])#[N:59], predict the reactants needed to synthesize it. The reactants are: [C:1]([NH:8][CH2:9][C:10]([OH:12])=O)([O:3][C:4]([CH3:7])([CH3:6])[CH3:5])=[O:2].C(N1CCOCC1)C.O.OC1C2N=NNC=2C=CC=1.C(Cl)CCl.Cl.[CH2:37]1[C:43]2[CH:44]=[CH:45][C:46]([C:48]3[N:52]=[C:51]([C:53]4[CH:54]=[CH:55][C:56]([O:61][CH2:62][C:63]([F:66])([F:65])[F:64])=[C:57]([CH:60]=4)[C:58]#[N:59])[O:50][N:49]=3)=[CH:47][C:42]=2[CH2:41][CH2:40][NH:39][CH2:38]1.